Dataset: Forward reaction prediction with 1.9M reactions from USPTO patents (1976-2016). Task: Predict the product of the given reaction. Given the reactants [CH3:1][N:2]1[CH2:7][CH2:6][N:5]([CH2:8][C:9]2[CH:40]=[CH:39][C:12]([C:13]([NH:15][C:16]3[S:17][CH:18]=[C:19]([C:21]4[CH:26]=[CH:25][CH:24]=[C:23]([C:27]#[C:28][Si](C(C)C)(C(C)C)C(C)C)[CH:22]=4)[N:20]=3)=[O:14])=[CH:11][CH:10]=2)[CH2:4][CH2:3]1.CCCC[N+](CCCC)(CCCC)CCCC.[F-], predict the reaction product. The product is: [C:27]([C:23]1[CH:22]=[C:21]([C:19]2[N:20]=[C:16]([NH:15][C:13](=[O:14])[C:12]3[CH:11]=[CH:10][C:9]([CH2:8][N:5]4[CH2:6][CH2:7][N:2]([CH3:1])[CH2:3][CH2:4]4)=[CH:40][CH:39]=3)[S:17][CH:18]=2)[CH:26]=[CH:25][CH:24]=1)#[CH:28].